Dataset: Full USPTO retrosynthesis dataset with 1.9M reactions from patents (1976-2016). Task: Predict the reactants needed to synthesize the given product. (1) Given the product [Cl:23][CH2:24][CH2:25][CH2:26][CH2:27][CH:9]([C:4]1[CH:3]=[C:2]([F:1])[CH:7]=[C:6]([F:8])[CH:5]=1)[C:10]([OH:12])=[O:11], predict the reactants needed to synthesize it. The reactants are: [F:1][C:2]1[CH:3]=[C:4]([CH2:9][C:10]([OH:12])=[O:11])[CH:5]=[C:6]([F:8])[CH:7]=1.C[Si]([N-][Si](C)(C)C)(C)C.[Na+].[Cl:23][CH2:24][CH2:25][CH2:26][CH2:27]I. (2) Given the product [CH3:13][O:12][C:9]1[CH:10]=[C:11]2[C:6](=[CH:7][C:8]=1[O:14][CH2:15][CH2:16][CH2:17][N:18]1[CH2:23][CH2:22][CH2:21][CH2:20][CH2:19]1)[N:5]=[CH:4][N:3]=[C:2]2[O:30][C:31]1[CH:32]=[C:33]2[C:37](=[CH:38][C:39]=1[C:40]([F:43])([F:41])[F:42])[NH:36][CH:35]=[CH:34]2, predict the reactants needed to synthesize it. The reactants are: Cl[C:2]1[C:11]2[C:6](=[CH:7][C:8]([O:14][CH2:15][CH2:16][CH2:17][N:18]3[CH2:23][CH2:22][CH2:21][CH2:20][CH2:19]3)=[C:9]([O:12][CH3:13])[CH:10]=2)[N:5]=[CH:4][N:3]=1.C(=O)([O-])[O-].[K+].[K+].[OH:30][C:31]1[CH:32]=[C:33]2[C:37](=[CH:38][C:39]=1[C:40]([F:43])([F:42])[F:41])[NH:36][CH:35]=[CH:34]2.CC(N(C)C)=O. (3) Given the product [CH2:1]([O:3][C:4](=[O:18])[CH:5]([O:15][CH2:16][CH3:17])[CH2:6][C:7]1[CH:12]=[CH:11][C:10]([O:13][CH2:32][C:28]2[S:27][C:26]([C:21]3[CH:22]=[CH:23][CH:24]=[CH:25][C:20]=3[Cl:19])=[N:30][C:29]=2[CH3:31])=[CH:9][C:8]=1[CH3:14])[CH3:2], predict the reactants needed to synthesize it. The reactants are: [CH2:1]([O:3][C:4](=[O:18])[CH:5]([O:15][CH2:16][CH3:17])[CH2:6][C:7]1[CH:12]=[CH:11][C:10]([OH:13])=[CH:9][C:8]=1[CH3:14])[CH3:2].[Cl:19][C:20]1[CH:25]=[CH:24][CH:23]=[CH:22][C:21]=1[C:26]1[S:27][C:28]([CH2:32]O)=[C:29]([CH3:31])[N:30]=1.ClC1C=CC=CC=1C(N)=S.ClC(C(C)=O)C(OCC)=O.C1(P(C2C=CC=CC=2)C2C=CC=CC=2)C=CC=CC=1.N(C(OCC)=O)=NC(OCC)=O. (4) Given the product [Br:11][C:10]1[C:5]([C:3]2[N:4]=[C:18]([C:17]3[CH:20]=[C:13]([Cl:12])[CH:14]=[CH:15][C:16]=3[OH:21])[NH:1][N:2]=2)=[N:6][CH:7]=[CH:8][CH:9]=1, predict the reactants needed to synthesize it. The reactants are: [NH2:1][NH:2][C:3]([C:5]1[C:10]([Br:11])=[CH:9][CH:8]=[CH:7][N:6]=1)=[NH:4].[Cl:12][C:13]1[CH:14]=[CH:15][C:16]([OH:21])=[C:17]([CH:20]=1)[CH:18]=O.